This data is from Peptide-MHC class I binding affinity with 185,985 pairs from IEDB/IMGT. The task is: Regression. Given a peptide amino acid sequence and an MHC pseudo amino acid sequence, predict their binding affinity value. This is MHC class I binding data. (1) The peptide sequence is WTIGYDTIY. The MHC is HLA-B46:01 with pseudo-sequence HLA-B46:01. The binding affinity (normalized) is 0.0847. (2) The peptide sequence is GLAIFLPLV. The binding affinity (normalized) is 0.0238. The MHC is H-2-Kb with pseudo-sequence H-2-Kb. (3) The peptide sequence is SLLDAHIPQL. The binding affinity (normalized) is 0.0529. The MHC is HLA-B07:02 with pseudo-sequence HLA-B07:02. (4) The peptide sequence is EHAGVISVL. The MHC is HLA-B07:02 with pseudo-sequence HLA-B07:02. The binding affinity (normalized) is 0.0847. (5) The peptide sequence is NELGYSGYF. The MHC is HLA-A30:01 with pseudo-sequence HLA-A30:01. The binding affinity (normalized) is 0.0847.